This data is from Catalyst prediction with 721,799 reactions and 888 catalyst types from USPTO. The task is: Predict which catalyst facilitates the given reaction. (1) Reactant: C[O:2][C:3]1[CH:4]=[C:5]2[C:10](=[CH:11][CH:12]=1)[C:9](=[O:13])[CH:8]([C:14]1[CH:19]=[CH:18][CH:17]=[CH:16][CH:15]=1)[CH2:7][CH2:6]2.Br. Product: [OH:2][C:3]1[CH:4]=[C:5]2[C:10](=[CH:11][CH:12]=1)[C:9](=[O:13])[CH:8]([C:14]1[CH:19]=[CH:18][CH:17]=[CH:16][CH:15]=1)[CH2:7][CH2:6]2. The catalyst class is: 6. (2) Product: [O:30]=[S:2]1(=[O:1])[C:8]2[CH:9]=[C:10]([OH:13])[CH:11]=[CH:12][C:7]=2[N:6]([C:15]2[CH:20]=[CH:19][C:18]([NH2:21])=[CH:17][CH:16]=2)[CH2:5][C:4]([CH2:26][CH2:27][CH2:28][CH3:29])([CH2:22][CH2:23][CH2:24][CH3:25])[CH2:3]1. The catalyst class is: 3. Reactant: [O:1]=[S:2]1(=[O:30])[C:8]2[CH:9]=[C:10]([O:13]C)[CH:11]=[CH:12][C:7]=2[N:6]([C:15]2[CH:20]=[CH:19][C:18]([NH2:21])=[CH:17][CH:16]=2)[CH2:5][C:4]([CH2:26][CH2:27][CH2:28][CH3:29])([CH2:22][CH2:23][CH2:24][CH3:25])[CH2:3]1.C[S-].[Na+].C(O)(=O)C.O. (3) Reactant: [NH3:1].[CH2:2]([NH:5][C:6]1[C:15]2[C:10](=[CH:11][CH:12]=[C:13]([N+:16]([O-:18])=[O:17])[CH:14]=2)[N:9]=[C:8](Cl)[N:7]=1)[CH:3]=[CH2:4].O. Product: [CH2:2]([NH:5][C:6]1[C:15]2[C:10](=[CH:11][CH:12]=[C:13]([N+:16]([O-:18])=[O:17])[CH:14]=2)[N:9]=[C:8]([NH2:1])[N:7]=1)[CH:3]=[CH2:4]. The catalyst class is: 353. (4) Reactant: [Cl:1][C:2]1[CH:3]=[C:4]([CH:14]=[C:15]([OH:17])[CH:16]=1)[C:5]([N:7]([CH:11]([CH3:13])[CH3:12])[CH:8]([CH3:10])[CH3:9])=[O:6].[N:18]1[CH:23]=[CH:22][C:21]([NH:24][CH:25]([CH2:28][CH3:29])[CH2:26]O)=[CH:20][CH:19]=1.C1(P(C2C=CC=CC=2)C2C=CC=CC=2)C=CC=CC=1.N(C(OC(C)C)=O)=NC(OC(C)C)=O. Product: [NH3:7].[ClH:1].[Cl:1][C:2]1[CH:3]=[C:4]([CH:14]=[C:15]([O:17][CH2:26][CH:25]([NH:24][C:21]2[CH:20]=[CH:19][N:18]=[CH:23][CH:22]=2)[CH2:28][CH3:29])[CH:16]=1)[C:5]([N:7]([CH:8]([CH3:9])[CH3:10])[CH:11]([CH3:12])[CH3:13])=[O:6]. The catalyst class is: 11. (5) Reactant: C([O:3][C:4](=[O:32])[CH2:5][NH:6][C:7]([O:9][CH2:10][CH2:11][O:12][CH2:13][CH2:14][NH:15][C:16]([O:18][CH2:19][CH2:20][O:21][CH2:22][CH2:23][NH:24][C:25]([O:27][C:28]([CH3:31])([CH3:30])[CH3:29])=[O:26])=[O:17])=[O:8])C.[OH-].[Li+]. Product: [C:28]([O:27][C:25]([NH:24][CH2:23][CH2:22][O:21][CH2:20][CH2:19][O:18][C:16]([NH:15][CH2:14][CH2:13][O:12][CH2:11][CH2:10][O:9][C:7]([NH:6][CH2:5][C:4]([OH:32])=[O:3])=[O:8])=[O:17])=[O:26])([CH3:31])([CH3:29])[CH3:30]. The catalyst class is: 7. (6) Reactant: [CH3:1][N:2]1[CH:6]=[C:5]([C:7]([OH:9])=O)[N:4]=[N:3]1.C1N=CN(C(N2C=NC=C2)=O)C=1.[CH2:22]([N:26]1[C:34]2[N:33]=[C:32]([Cl:35])[NH:31][C:30]=2[C:29](=[O:36])[N:28]([CH2:37][CH2:38][CH2:39][CH2:40]/[C:41](=[N:44]/[H])/[NH:42]O)[C:27]1=[O:46])[CH2:23][CH2:24][CH3:25]. Product: [CH2:22]([N:26]1[C:34]2[N:33]=[C:32]([Cl:35])[NH:31][C:30]=2[C:29](=[O:36])[N:28]([CH2:37][CH2:38][CH2:39][CH2:40][C:41]2[N:42]=[C:7]([C:5]3[N:4]=[N:3][N:2]([CH3:1])[CH:6]=3)[O:9][N:44]=2)[C:27]1=[O:46])[CH2:23][CH2:24][CH3:25]. The catalyst class is: 623. (7) Reactant: [NH2:1][CH2:2][C:3]1[C:11]2[S:10](=[O:13])(=[O:12])[N:9]=[C:8]([C:14]3[C:15](=[O:32])[N:16]([CH2:25][C:26]4[CH:31]=[CH:30][CH:29]=[CH:28][CH:27]=4)[C:17]4[C:22]([C:23]=3[OH:24])=[CH:21][CH:20]=[CH:19][CH:18]=4)[NH:7][C:6]=2[S:5][CH:4]=1.C(N(CC)CC)C.N12CCCN=C1CCCCC2.Cl.[C:52](Cl)(=[O:59])[C:53]1[CH:58]=[CH:57][CH:56]=[N:55][CH:54]=1.Cl. Product: [CH2:25]([N:16]1[C:17]2[C:22](=[CH:21][CH:20]=[CH:19][CH:18]=2)[C:23]([OH:24])=[C:14]([C:8]2[NH:7][C:6]3[S:5][CH:4]=[C:3]([CH2:2][NH:1][C:52](=[O:59])[C:53]4[CH:58]=[CH:57][CH:56]=[N:55][CH:54]=4)[C:11]=3[S:10](=[O:13])(=[O:12])[N:9]=2)[C:15]1=[O:32])[C:26]1[CH:31]=[CH:30][CH:29]=[CH:28][CH:27]=1. The catalyst class is: 213.